The task is: Predict which catalyst facilitates the given reaction.. This data is from Catalyst prediction with 721,799 reactions and 888 catalyst types from USPTO. (1) Reactant: Cl[C:2]1[C:11]2[C:10](=[O:12])[N:9]([CH3:13])[CH:8]=[N:7][C:6]=2[CH:5]=[C:4]([Cl:14])[N:3]=1.[N:15]1[CH:20]=[CH:19][C:18]([CH2:21][NH2:22])=[CH:17][CH:16]=1.CCN(C(C)C)C(C)C. Product: [N:15]1[CH:20]=[CH:19][C:18]([CH2:21][NH:22][C:2]2[C:11]3[C:10](=[O:12])[N:9]([CH3:13])[CH:8]=[N:7][C:6]=3[CH:5]=[C:4]([Cl:14])[N:3]=2)=[CH:17][CH:16]=1. The catalyst class is: 12. (2) Reactant: F[B-](F)(F)F.N1(OC(N(C)C)=[N+](C)C)C2C=CC=CC=2N=N1.[Cl:23][C:24]1[S:28][C:27]([C:29]2[NH:33][C:32]3[CH:34]=[CH:35][C:36]([CH2:38][C:39]([OH:41])=O)=[CH:37][C:31]=3[N:30]=2)=[CH:26][CH:25]=1.[NH2:42][C:43]1[CH:48]=[CH:47][C:46]([N:49]2[CH2:54][CH2:53][O:52][CH2:51][C:50]2=[O:55])=[CH:45][CH:44]=1.C(=O)([O-])O.[Na+]. Product: [Cl:23][C:24]1[S:28][C:27]([C:29]2[NH:33][C:32]3[CH:34]=[CH:35][C:36]([CH2:38][C:39]([NH:42][C:43]4[CH:44]=[CH:45][C:46]([N:49]5[CH2:54][CH2:53][O:52][CH2:51][C:50]5=[O:55])=[CH:47][CH:48]=4)=[O:41])=[CH:37][C:31]=3[N:30]=2)=[CH:26][CH:25]=1. The catalyst class is: 9. (3) Product: [F:19][C:9]1[CH:10]=[C:11]([C:12]2[CH:17]=[CH:16][CH:15]=[CH:14][C:13]=2[CH3:18])[C:5]2[O:4][C@@H:3]([CH2:2][NH:21][CH3:20])[CH2:7][C:6]=2[CH:8]=1. Reactant: Br[CH2:2][CH:3]1[CH2:7][C:6]2[CH:8]=[C:9]([F:19])[CH:10]=[C:11]([C:12]3[CH:17]=[CH:16][CH:15]=[CH:14][C:13]=3[CH3:18])[C:5]=2[O:4]1.[CH3:20][NH2:21].CO. The catalyst class is: 16. (4) Reactant: [Cl:1][C:2]1[C:11]([CH:12]=[O:13])=[CH:10][C:9]2[C:4](=[CH:5][CH:6]=[CH:7][CH:8]=2)[N:3]=1.[BH4-].[Na+]. Product: [Cl:1][C:2]1[C:11]([CH2:12][OH:13])=[CH:10][C:9]2[C:4](=[CH:5][CH:6]=[CH:7][CH:8]=2)[N:3]=1. The catalyst class is: 5. (5) Reactant: Br[CH2:2][CH:3]([OH:9])[C:4]([O:6][CH2:7][CH3:8])=[O:5].[N-:10]=[N+:11]=[N-:12].[Na+]. Product: [N:10]([CH2:2][CH:3]([OH:9])[C:4]([O:6][CH2:7][CH3:8])=[O:5])=[N+:11]=[N-:12]. The catalyst class is: 88.